Dataset: Forward reaction prediction with 1.9M reactions from USPTO patents (1976-2016). Task: Predict the product of the given reaction. (1) The product is: [CH:27]([N:18]1[CH2:17][CH:16]2[NH:11][CH:12]([CH2:13][O:14][CH2:15]2)[CH2:19]1)([CH3:29])[CH3:28]. Given the reactants C(OC([N:11]1[CH:16]2[CH2:17][NH:18][CH2:19][CH:12]1[CH2:13][O:14][CH2:15]2)=O)C1C=CC=CC=1.C([O-])([O-])=O.[K+].[K+].I[CH:27]([CH3:29])[CH3:28], predict the reaction product. (2) Given the reactants [Cl:1][C:2]1[CH:3]=[C:4]([NH2:19])[CH:5]=[N:6][C:7]=1[O:8][C:9]1[N:10]=[CH:11][C:12]2[C:17]([CH:18]=1)=[CH:16][CH:15]=[CH:14][CH:13]=2.[CH3:20][O:21][C:22]1[CH:27]=[CH:26][C:25]([S:28](Cl)(=[O:30])=[O:29])=[CH:24][CH:23]=1, predict the reaction product. The product is: [Cl:1][C:2]1[CH:3]=[C:4]([NH:19][S:28]([C:25]2[CH:24]=[CH:23][C:22]([O:21][CH3:20])=[CH:27][CH:26]=2)(=[O:30])=[O:29])[CH:5]=[N:6][C:7]=1[O:8][C:9]1[N:10]=[CH:11][C:12]2[C:17]([CH:18]=1)=[CH:16][CH:15]=[CH:14][CH:13]=2. (3) Given the reactants Cl.[NH2:2][C@H:3]1[CH2:8][CH2:7][C@H:6]([OH:9])[CH2:5][CH2:4]1.[OH-].[Na+].[CH3:12][C:13]([O:16][C:17](O[C:17]([O:16][C:13]([CH3:15])([CH3:14])[CH3:12])=[O:18])=[O:18])([CH3:15])[CH3:14].Cl, predict the reaction product. The product is: [C:13]([O:16][C:17](=[O:18])[NH:2][C@H:3]1[CH2:8][CH2:7][C@H:6]([OH:9])[CH2:5][CH2:4]1)([CH3:15])([CH3:14])[CH3:12]. (4) Given the reactants Br[CH2:2][CH2:3][CH:4]([CH3:6])[CH3:5].II.[CH3:9][C:10]1[O:11][C:12]([CH3:17])=[C:13]([CH:15]=[O:16])[N:14]=1.[NH4+].[Cl-], predict the reaction product. The product is: [CH3:9][C:10]1[O:11][C:12]([CH3:17])=[C:13]([CH:15]([OH:16])[CH2:2][CH2:3][CH:4]([CH3:6])[CH3:5])[N:14]=1. (5) Given the reactants [Br:1][C:2]1[CH:3]=[C:4]([NH:13][C@H:14]2[CH2:19][CH2:18][C@H:17]([N:20]([CH3:22])[CH3:21])[CH2:16][CH2:15]2)[C:5]([CH3:12])=[C:6]([CH:11]=1)[C:7]([O:9][CH3:10])=[O:8].[CH:23](=O)[CH3:24].C(O[BH-](OC(=O)C)OC(=O)C)(=O)C.[Na+].C([O-])(O)=O.[Na+], predict the reaction product. The product is: [Br:1][C:2]1[CH:3]=[C:4]([N:13]([C@H:14]2[CH2:19][CH2:18][C@H:17]([N:20]([CH3:22])[CH3:21])[CH2:16][CH2:15]2)[CH2:23][CH3:24])[C:5]([CH3:12])=[C:6]([CH:11]=1)[C:7]([O:9][CH3:10])=[O:8].